From a dataset of Catalyst prediction with 721,799 reactions and 888 catalyst types from USPTO. Predict which catalyst facilitates the given reaction. Reactant: [H-].[Na+].[C:3]1(=[O:10])[CH2:9][CH2:8][CH2:7][CH2:6][CH2:5][CH2:4]1.Cl[CH2:12][C:13]([O:15]COC)=[CH2:14]. Product: [O:15]=[C:13]([CH3:14])[CH2:12][CH:4]1[CH2:5][CH2:6][CH2:7][CH2:8][CH2:9][C:3]1=[O:10]. The catalyst class is: 11.